This data is from Reaction yield outcomes from USPTO patents with 853,638 reactions. The task is: Predict the reaction yield, written as a fraction of the theoretical maximum amount of product (1.0 means a 100% yield; for example, 0.34 means a 34% yield). The reactants are Cl[CH2:2][C:3]1[CH:4]=[C:5]([N:9]2[C:14]([CH3:15])=[CH:13][C:12]([O:16][CH2:17][C:18]3[CH:23]=[CH:22][C:21]([F:24])=[CH:20][C:19]=3[F:25])=[CH:11][C:10]2=[O:26])[CH:6]=[CH:7][CH:8]=1.[CH3:27][NH:28][CH3:29]. The catalyst is CO. The product is [F:25][C:19]1[CH:20]=[C:21]([F:24])[CH:22]=[CH:23][C:18]=1[CH2:17][O:16][C:12]1[CH:13]=[C:14]([CH3:15])[N:9]([C:5]2[CH:6]=[CH:7][CH:8]=[C:3]([CH2:2][N:28]([CH3:29])[CH3:27])[CH:4]=2)[C:10](=[O:26])[CH:11]=1. The yield is 0.990.